This data is from Full USPTO retrosynthesis dataset with 1.9M reactions from patents (1976-2016). The task is: Predict the reactants needed to synthesize the given product. (1) Given the product [CH:1]([C:4]1[C:5]([C:15]2[O:17][N:44]=[C:43]([C:45]3[CH:46]=[CH:47][C:48]([CH2:49][N:50]4[CH2:51][CH:52]([C:54]([O:56][C:57]([CH3:58])([CH3:60])[CH3:59])=[O:55])[CH2:53]4)=[CH:61][CH:62]=3)[N:42]=2)=[N:6][O:7][C:8]=1[C:9]1[CH:14]=[CH:13][CH:12]=[CH:11][N:10]=1)([CH3:2])[CH3:3], predict the reactants needed to synthesize it. The reactants are: [CH:1]([C:4]1[C:5]([C:15]([OH:17])=O)=[N:6][O:7][C:8]=1[C:9]1[CH:14]=[CH:13][CH:12]=[CH:11][N:10]=1)([CH3:3])[CH3:2].C1C=CC2N(O)N=NC=2C=1.C(N(C(C)C)CC)(C)C.C(Cl)CCl.O[N:42]=[C:43]([C:45]1[CH:62]=[CH:61][C:48]([CH2:49][N:50]2[CH2:53][CH:52]([C:54]([O:56][C:57]([CH3:60])([CH3:59])[CH3:58])=[O:55])[CH2:51]2)=[CH:47][CH:46]=1)[NH2:44].N1C=CC=CC=1C1C(C(F)(F)F)=C(C2ON=C(C3C=CC(CN4CC(C(O)=O)C4)=CC=3)N=2)ON=1. (2) Given the product [N:4]1([CH2:3][CH2:2][N:11]=[CH:10][CH2:9][NH2:12])[CH:8]=[CH:7][CH:6]=[N:5]1, predict the reactants needed to synthesize it. The reactants are: Br[CH2:2][CH2:3][N:4]1[CH:8]=[CH:7][CH:6]=[N:5]1.[CH2:9]([NH2:12])[CH2:10][NH2:11]. (3) Given the product [OH:11][CH2:10][CH2:9][CH2:8][O:7][C:6]1[CH:12]=[CH:13][C:3]([CH:2]=[O:1])=[CH:4][CH:5]=1, predict the reactants needed to synthesize it. The reactants are: [OH:1][CH2:2][C:3]1[CH:13]=[CH:12][C:6]([O:7][CH2:8][CH2:9][CH2:10][OH:11])=[CH:5][CH:4]=1.C[N+]1([O-])CCOCC1. (4) Given the product [CH:18]([N:31]1[CH2:34][C:33]([NH:1][C:2]2[CH:3]=[C:4]3[C:13](=[CH:14][CH:15]=2)[O:12][CH2:11][C:10]2[N:5]3[C@H:6]([CH3:17])[C:7](=[O:16])[NH:8][N:9]=2)([CH3:35])[CH2:32]1)([C:25]1[CH:26]=[CH:27][CH:28]=[CH:29][CH:30]=1)[C:19]1[CH:20]=[CH:21][CH:22]=[CH:23][CH:24]=1, predict the reactants needed to synthesize it. The reactants are: [NH2:1][C:2]1[CH:3]=[C:4]2[C:13](=[CH:14][CH:15]=1)[O:12][CH2:11][C:10]1[N:5]2[C@H:6]([CH3:17])[C:7](=[O:16])[NH:8][N:9]=1.[CH:18]([N:31]1[CH2:34][C:33](OS(C)(=O)=O)([CH3:35])[CH2:32]1)([C:25]1[CH:30]=[CH:29][CH:28]=[CH:27][CH:26]=1)[C:19]1[CH:24]=[CH:23][CH:22]=[CH:21][CH:20]=1.C([O-])([O-])=O.[K+].[K+]. (5) Given the product [CH:12]1([CH2:15][CH2:16][O:17][S:7]([C:4]2[CH:5]=[CH:6][C:1]([CH3:11])=[CH:2][CH:3]=2)(=[O:9])=[O:8])[CH2:14][CH2:13]1, predict the reactants needed to synthesize it. The reactants are: [C:1]1([CH3:11])[CH:6]=[CH:5][C:4]([S:7](Cl)(=[O:9])=[O:8])=[CH:3][CH:2]=1.[CH:12]1([CH2:15][CH2:16][OH:17])[CH2:14][CH2:13]1.